From a dataset of Full USPTO retrosynthesis dataset with 1.9M reactions from patents (1976-2016). Predict the reactants needed to synthesize the given product. (1) Given the product [NH:1]1[C:9]2[C:4](=[CH:5][C:6]([NH:10][C:11]3[C:12]4[C:19]5[CH2:20][CH2:21][CH:22]([C:24]([NH:33][C:32]6[CH:34]=[CH:35][C:29]([O:28][CH3:27])=[CH:30][CH:31]=6)=[O:26])[CH2:23][C:18]=5[S:17][C:13]=4[N:14]=[CH:15][N:16]=3)=[CH:7][CH:8]=2)[CH:3]=[N:2]1, predict the reactants needed to synthesize it. The reactants are: [NH:1]1[C:9]2[C:4](=[CH:5][C:6]([NH:10][C:11]3[C:12]4[C:19]5[CH2:20][CH2:21][CH:22]([C:24]([OH:26])=O)[CH2:23][C:18]=5[S:17][C:13]=4[N:14]=[CH:15][N:16]=3)=[CH:7][CH:8]=2)[CH:3]=[N:2]1.[CH3:27][O:28][C:29]1[CH:35]=[CH:34][C:32]([NH2:33])=[CH:31][CH:30]=1.C(N(CC)C(C)C)(C)C.C(P1(=O)OP(CCC)(=O)OP(CCC)(=O)O1)CC.C(P(OP(CCC)=O)=O)CC. (2) Given the product [I-:21].[CH:1]([C:4]1[CH:9]=[C:8]([C:10]([F:12])([F:13])[F:11])[CH:7]=[CH:6][C:5]=1[C:14]1[O:15][CH2:16][C:17]([CH3:20])([CH3:19])[N+:18]=1[CH3:22])([CH3:3])[CH3:2], predict the reactants needed to synthesize it. The reactants are: [CH:1]([C:4]1[CH:9]=[C:8]([C:10]([F:13])([F:12])[F:11])[CH:7]=[CH:6][C:5]=1[C:14]1[O:15][CH2:16][C:17]([CH3:20])([CH3:19])[N:18]=1)([CH3:3])[CH3:2].[I:21][CH3:22]. (3) Given the product [CH:19]1([NH:18][C:16]([C:15]2[CH:22]=[CH:23][C:24]([CH3:25])=[C:13]([NH:12][C:9]([C:6]3[CH:7]=[N:8][C:3]([O:60][CH2:59][C:35]4[CH:36]=[CH:37][CH:38]=[CH:39][N:40]=4)=[N:4][CH:5]=3)=[O:11])[CH:14]=2)=[O:17])[CH2:20][CH2:21]1, predict the reactants needed to synthesize it. The reactants are: CS[C:3]1[N:8]=[CH:7][C:6]([C:9]([OH:11])=O)=[CH:5][N:4]=1.[NH2:12][C:13]1[CH:14]=[C:15]([CH:22]=[CH:23][C:24]=1[CH3:25])[C:16]([NH:18][CH:19]1[CH2:21][CH2:20]1)=[O:17].CN(C(ON1N=N[C:36]2[CH:37]=[CH:38][CH:39]=[N:40][C:35]1=2)=[N+](C)C)C.F[P-](F)(F)(F)(F)F.CCN(C(C)C)C(C)C.[C:59](=O)(O)[O-:60].[Na+]. (4) Given the product [NH:10]1[C:9]2[CH:8]=[CH:7][S:6][C:5]=2[C:3](=[O:4])[O:2][C:1]1=[O:16], predict the reactants needed to synthesize it. The reactants are: [CH3:1][O:2][C:3]([C:5]1[S:6][CH:7]=[CH:8][C:9]=1[NH2:10])=[O:4].[OH-].[K+].ClC(Cl)([O:16]C(=O)OC(Cl)(Cl)Cl)Cl. (5) Given the product [Cl:21][C:18]1[CH:19]=[CH:20][C:15]([C:13]2[N:10]=[C:8]3[N:7]([CH:12]=2)[CH:6]=[C:5]([C:3]([O:2][CH3:1])=[O:4])[S:9]3)=[CH:16][CH:17]=1, predict the reactants needed to synthesize it. The reactants are: [CH3:1][O:2][C:3]([C:5]1[S:9][C:8]([NH2:10])=[N:7][CH:6]=1)=[O:4].Br[CH2:12][C:13]([C:15]1[CH:20]=[CH:19][C:18]([Cl:21])=[CH:17][CH:16]=1)=O.